Predict the product of the given reaction. From a dataset of Forward reaction prediction with 1.9M reactions from USPTO patents (1976-2016). (1) Given the reactants [Br:1][C:2]1[S:6][C:5]([C:7]([NH2:9])=[O:8])=[C:4]([NH:10][CH3:11])[CH:3]=1.[F:12][C:13]([F:19])([F:18])[CH2:14][C:15](=O)[CH3:16].CC1(C)C2(CS(O)(=O)=O)C(CC1CC2)=O.[O-]S([O-])(=O)=O.[Mg+2].C([O-])(O)=O.[Na+], predict the reaction product. The product is: [Br:1][C:2]1[S:6][C:5]2[C:7](=[O:8])[NH:9][C:15]([CH3:16])([CH2:14][C:13]([F:19])([F:18])[F:12])[N:10]([CH3:11])[C:4]=2[CH:3]=1. (2) Given the reactants [Br:1][C:2]1[CH:3]=[C:4]([N+:15]([O-])=O)[CH:5]=[CH:6][C:7]=1[C:8]([N:10]1[CH2:14][CH2:13][CH2:12][CH2:11]1)=[O:9], predict the reaction product. The product is: [Br:1][C:2]1[CH:3]=[C:4]([CH:5]=[CH:6][C:7]=1[C:8]([N:10]1[CH2:14][CH2:13][CH2:12][CH2:11]1)=[O:9])[NH2:15]. (3) Given the reactants [CH3:1][O:2][C:3]1[CH:8]=[CH:7][C:6]([N:9]2[C:17]3[C:12](=[CH:13][CH:14]=[CH:15][CH:16]=3)[CH:11]=[C:10]2[C:18]2[CH:23]=[CH:22][CH:21]=[CH:20][CH:19]=2)=[CH:5][CH:4]=1.[Br:24]N1C(=O)CCC1=O, predict the reaction product. The product is: [Br:24][C:11]1[C:12]2[C:17](=[CH:16][CH:15]=[CH:14][CH:13]=2)[N:9]([C:6]2[CH:5]=[CH:4][C:3]([O:2][CH3:1])=[CH:8][CH:7]=2)[C:10]=1[C:18]1[CH:23]=[CH:22][CH:21]=[CH:20][CH:19]=1. (4) Given the reactants [C:1]([C:7]1[C:15]2[C:10](=[N:11][CH:12]=[C:13]([NH:16][C:17]3[CH:24]=[CH:23][C:20]([CH:21]=O)=[CH:19][N:18]=3)[N:14]=2)[N:9]([CH2:25][O:26][CH2:27][CH2:28][Si:29]([CH3:32])([CH3:31])[CH3:30])[CH:8]=1)(=[O:6])[C:2]([CH3:5])([CH3:4])[CH3:3].[C:33]([CH2:35][C:36]([N:38]([CH3:40])[CH3:39])=[O:37])#[N:34].C(O)(=O)C.N1CCCCC1, predict the reaction product. The product is: [C:33]([C:35](=[CH:21][C:20]1[CH:19]=[N:18][C:17]([NH:16][C:13]2[N:14]=[C:15]3[C:7]([C:1](=[O:6])[C:2]([CH3:5])([CH3:3])[CH3:4])=[CH:8][N:9]([CH2:25][O:26][CH2:27][CH2:28][Si:29]([CH3:32])([CH3:31])[CH3:30])[C:10]3=[N:11][CH:12]=2)=[CH:24][CH:23]=1)[C:36]([N:38]([CH3:40])[CH3:39])=[O:37])#[N:34]. (5) Given the reactants [CH3:1][N:2]1[CH2:7][C:6]([CH3:11])([N+:8]([O-:10])=[O:9])[CH2:5][O:4]C1.[ClH:12], predict the reaction product. The product is: [ClH:12].[CH3:11][C:6]([N+:8]([O-:10])=[O:9])([CH2:7][NH:2][CH3:1])[CH2:5][OH:4]. (6) Given the reactants C(O[C:4]([CH:6]1[CH2:11][CH2:10][N:9]([CH2:12][C:13]2[CH:18]=[CH:17][CH:16]=[C:15]([NH:19]C(OC(C)(C)C)=O)[CH:14]=2)[CH2:8][CH2:7]1)=[O:5])C.C(OC(=O)NC1C=CC=C(C=O)C=1)(C)(C)C.[C:43]([NH:47]C(C1CCNCC1)=O)([CH3:46])([CH3:45])[CH3:44], predict the reaction product. The product is: [C:43]([NH:47][C:4]([CH:6]1[CH2:7][CH2:8][N:9]([CH2:12][C:13]2[CH:18]=[CH:17][CH:16]=[C:15]([NH2:19])[CH:14]=2)[CH2:10][CH2:11]1)=[O:5])([CH3:46])([CH3:45])[CH3:44]. (7) Given the reactants [H-].[Na+].[CH2:3]([OH:5])[CH3:4].[C:6]1(=[O:13])C[CH2:11][CH2:10][CH2:9][CH2:8][CH2:7]1.C(OCC)=O, predict the reaction product. The product is: [CH:3]([CH:4]1[CH2:11][CH2:10][CH2:9][CH2:8][CH2:7][C:6]1=[O:13])=[O:5]. (8) The product is: [C:3]([CH:2]([O:17][C:14]1[CH:15]=[CH:16][C:11]([C:9]#[N:10])=[CH:12][CH:13]=1)[C:6](=[O:8])[CH3:7])(=[O:5])[CH3:4]. Given the reactants Cl[CH:2]([C:6](=[O:8])[CH3:7])[C:3](=[O:5])[CH3:4].[C:9]([C:11]1[CH:16]=[CH:15][C:14]([OH:17])=[CH:13][CH:12]=1)#[N:10].C(=O)([O-])[O-].[Cs+].[Cs+], predict the reaction product. (9) Given the reactants [F:1][C:2]1[CH:33]=[C:32]([NH:34][C:35](=[O:48])[CH2:36][C:37]([NH:39][C:40]2[CH:45]=[CH:44][CH:43]=[CH:42][C:41]=2[O:46][CH3:47])=[O:38])[CH:31]=[CH:30][C:3]=1[O:4][C:5]1[CH:10]=[CH:9][N:8]=[C:7]2[CH:11]=[C:12]([C:14]3[N:15]=[CH:16][N:17]([CH2:19][CH2:20][N:21](C)[C:22](=O)OC(C)(C)C)[CH:18]=3)[S:13][C:6]=12.C(O)(C(F)(F)F)=O, predict the reaction product. The product is: [F:1][C:2]1[CH:33]=[C:32]([NH:34][C:35](=[O:48])[CH2:36][C:37]([NH:39][C:40]2[CH:45]=[CH:44][CH:43]=[CH:42][C:41]=2[O:46][CH3:47])=[O:38])[CH:31]=[CH:30][C:3]=1[O:4][C:5]1[CH:10]=[CH:9][N:8]=[C:7]2[CH:11]=[C:12]([C:14]3[N:15]=[CH:16][N:17]([CH2:19][CH2:20][NH:21][CH3:22])[CH:18]=3)[S:13][C:6]=12.